From a dataset of Full USPTO retrosynthesis dataset with 1.9M reactions from patents (1976-2016). Predict the reactants needed to synthesize the given product. (1) Given the product [C:1]([O:5][C:6]([N:8]1[CH2:14][CH2:13][CH2:12][N:11]([C:15]2[CH:20]=[CH:19][CH:18]=[CH:17][C:16]=2[CH2:21][NH2:22])[CH2:10][CH2:9]1)=[O:7])([CH3:4])([CH3:2])[CH3:3], predict the reactants needed to synthesize it. The reactants are: [C:1]([O:5][C:6]([N:8]1[CH2:14][CH2:13][CH2:12][N:11]([C:15]2[CH:20]=[CH:19][CH:18]=[CH:17][C:16]=2[C:21]#[N:22])[CH2:10][CH2:9]1)=[O:7])([CH3:4])([CH3:3])[CH3:2].[H][H]. (2) Given the product [N:76]1[C:68]([NH:67][C@H:65]([C:54]2[N:55]([C:59]3[CH:64]=[CH:63][CH:62]=[CH:61][CH:60]=3)[C:56](=[O:58])[C:57]3[C:52]([CH:53]=2)=[CH:51][CH:50]=[CH:49][C:48]=3[CH3:47])[CH3:66])=[C:69]2[C:73]([NH:72][CH:71]=[N:70]2)=[N:74][CH:75]=1.[CH3:47][C:48]1[CH:49]=[CH:50][CH:51]=[C:52]2[C:57]=1[C:56](=[O:58])[N:55]([C:59]1[CH:60]=[CH:61][CH:62]=[CH:63][CH:64]=1)[C:54]([C@@H:65]([NH:67][C:68]1[N:76]=[CH:75][N:74]=[C:73]3[C:69]=1[N:70]=[CH:71][N:72]3[CH:77]1[CH2:82][CH2:81][CH2:80][CH2:79][O:78]1)[CH3:66])=[CH:53]2, predict the reactants needed to synthesize it. The reactants are: N[C@H](C1N(C2C=CC=CC=2)C(=O)C2C(C=1)=CC=CC=2C)C.ClC1N=CN=C2C=1N=CN2C1CCCCO1.CCN(C(C)C)C(C)C.[CH3:47][C:48]1[CH:49]=[CH:50][CH:51]=[C:52]2[C:57]=1[C:56](=[O:58])[N:55]([C:59]1[CH:64]=[CH:63][CH:62]=[CH:61][CH:60]=1)[C:54]([C@@H:65]([NH:67][C:68]1[N:76]=[CH:75][N:74]=[C:73]3[C:69]=1[N:70]=[CH:71][N:72]3[CH:77]1[CH2:82][CH2:81][CH2:80][CH2:79][O:78]1)[CH3:66])=[CH:53]2. (3) Given the product [OH:8][C:3]1[CH:4]=[CH:5][C:6]([N:7]2[CH2:16][CH2:17][CH2:18][C:19]2=[O:20])=[CH:1][CH:2]=1, predict the reactants needed to synthesize it. The reactants are: [CH:1]1[C:6]([NH2:7])=[CH:5][CH:4]=[C:3]([OH:8])[CH:2]=1.C([O-])([O-])=O.[K+].[K+].Cl[CH2:16][CH2:17][CH2:18][C:19](Cl)=[O:20].CN(C=O)C. (4) Given the product [F:48][C:46]1[CH:45]=[CH:44][C:30]([O:31][C:32]2[CH:33]=[C:34]3[C:38](=[CH:39][CH:40]=2)[N:37]([CH2:41][CH2:42][OH:43])[N:36]=[CH:35]3)=[C:29]([CH2:28][NH:27][C:12]([NH:11][C:9]2[N:8]([C:20]3[CH:21]=[CH:22][C:23]([CH3:26])=[CH:24][CH:25]=3)[N:7]=[C:6]([C:3]([CH3:5])([CH3:4])[CH2:2][OH:1])[CH:10]=2)=[O:19])[CH:47]=1, predict the reactants needed to synthesize it. The reactants are: [OH:1][CH2:2][C:3]([C:6]1[CH:10]=[C:9]([NH:11][C:12](=[O:19])OCC(Cl)(Cl)Cl)[N:8]([C:20]2[CH:25]=[CH:24][C:23]([CH3:26])=[CH:22][CH:21]=2)[N:7]=1)([CH3:5])[CH3:4].[NH2:27][CH2:28][C:29]1[CH:47]=[C:46]([F:48])[CH:45]=[CH:44][C:30]=1[O:31][C:32]1[CH:33]=[C:34]2[C:38](=[CH:39][CH:40]=1)[N:37]([CH2:41][CH2:42][OH:43])[N:36]=[CH:35]2.